From a dataset of Forward reaction prediction with 1.9M reactions from USPTO patents (1976-2016). Predict the product of the given reaction. (1) Given the reactants [CH3:1][O:2][C:3]1[CH:8]=[C:7](B(O)O)[C:6]([C:12]([F:15])([F:14])[F:13])=[CH:5][N:4]=1.Br[C:17]1[CH:24]=[C:23]([Cl:25])[CH:22]=[CH:21][C:18]=1[C:19]#[N:20], predict the reaction product. The product is: [Cl:25][C:23]1[CH:24]=[CH:17][C:18]([C:19]#[N:20])=[C:21]([C:7]2[C:6]([C:12]([F:15])([F:14])[F:13])=[CH:5][N:4]=[C:3]([O:2][CH3:1])[CH:8]=2)[CH:22]=1. (2) Given the reactants O(S(C(F)(F)F)(=O)=O)S(C(F)(F)F)(=O)=O.[CH2:16]([O:23][N:24]1[C:30](=[O:31])[N:29]2[CH2:32][C@H:25]1[CH2:26][CH2:27][C@H:28]2[C:33]([NH:35][NH:36][C:37](=O)[CH2:38][CH2:39][CH2:40][NH:41][C:42](=[O:48])[O:43][C:44]([CH3:47])([CH3:46])[CH3:45])=[O:34])[C:17]1[CH:22]=[CH:21][CH:20]=[CH:19][CH:18]=1.C([O-])(O)=O.[Na+], predict the reaction product. The product is: [CH2:16]([O:23][N:24]1[C:30](=[O:31])[N:29]2[CH2:32][C@H:25]1[CH2:26][CH2:27][C@H:28]2[C:33]1[O:34][C:37]([CH2:38][CH2:39][CH2:40][NH:41][C:42](=[O:48])[O:43][C:44]([CH3:46])([CH3:47])[CH3:45])=[N:36][N:35]=1)[C:17]1[CH:22]=[CH:21][CH:20]=[CH:19][CH:18]=1. (3) Given the reactants Br[CH2:2][C:3]1[C:12]2[C:7](=[C:8]([F:14])[C:9]([F:13])=[CH:10][CH:11]=2)[NH:6][C:5](=[O:15])[CH:4]=1.[CH3:16][C:17]1[CH:18]=[N:19][CH:20]=[CH:21][C:22]=1[C:23]1[NH:27][C:26]2[CH:28]=[CH:29][CH:30]=[CH:31][C:25]=2[N:24]=1, predict the reaction product. The product is: [F:13][C:9]1[C:8]([F:14])=[C:7]2[C:12]([C:3]([CH2:2][N:24]3[C:25]4[CH:31]=[CH:30][CH:29]=[CH:28][C:26]=4[N:27]=[C:23]3[C:22]3[CH:21]=[CH:20][N:19]=[CH:18][C:17]=3[CH3:16])=[CH:4][C:5](=[O:15])[NH:6]2)=[CH:11][CH:10]=1. (4) Given the reactants [O-]I(=O)(=O)=O.[Na+].[CH3:7][O:8][C:9]([C:11]1[O:15][N:14]=[C:13]([O:16][CH2:17][C:18]2[C:19]([C:33]3[CH:38]=[CH:37][C:36]([F:39])=[CH:35][CH:34]=3)=[N:20][O:21][C:22]=2[C@@H:23]([OH:32])[C@H](O)C2C=CC=CC=2)[CH:12]=1)=[O:10], predict the reaction product. The product is: [CH3:7][O:8][C:9]([C:11]1[O:15][N:14]=[C:13]([O:16][CH2:17][C:18]2[C:19]([C:33]3[CH:34]=[CH:35][C:36]([F:39])=[CH:37][CH:38]=3)=[N:20][O:21][C:22]=2[CH:23]=[O:32])[CH:12]=1)=[O:10]. (5) Given the reactants [Br:1][C:2]1[C:3]([C:11]([OH:13])=[O:12])=[C:4]2[NH:10][CH:9]=[N:8][C:5]2=[N:6][CH:7]=1.OS(O)(=O)=O.[CH3:19]O, predict the reaction product. The product is: [Br:1][C:2]1[C:3]([C:11]([O:13][CH3:19])=[O:12])=[C:4]2[NH:10][CH:9]=[N:8][C:5]2=[N:6][CH:7]=1. (6) Given the reactants C(O[C:6]([N:8]1[CH2:12][C:11](=[N:13][O:14][CH2:15][CH3:16])[CH2:10][C@H:9]1[C:17]([OH:19])=O)=[O:7])(C)(C)C.[O:20]=[C:21]1[C:26](C(Cl)=O)=[CH:25][CH:24]=[C:23]([CH2:30][CH2:31][CH2:32][CH2:33][CH3:34])[O:22]1.[NH2:35][CH:36]1[CH2:39][N:38]([C:40]([O:42][C:43]([CH3:46])([CH3:45])[CH3:44])=[O:41])[CH2:37]1, predict the reaction product. The product is: [CH2:15]([O:14][N:13]=[C:11]1[CH2:12][N:8]([C:6]([C:26]2[C:21](=[O:20])[O:22][C:23]([CH2:30][CH2:31][CH2:32][CH2:33][CH3:34])=[CH:24][CH:25]=2)=[O:7])[C@H:9]([C:17]([NH:35][CH:36]2[CH2:37][N:38]([C:40]([O:42][C:43]([CH3:46])([CH3:45])[CH3:44])=[O:41])[CH2:39]2)=[O:19])[CH2:10]1)[CH3:16].